This data is from Catalyst prediction with 721,799 reactions and 888 catalyst types from USPTO. The task is: Predict which catalyst facilitates the given reaction. (1) Reactant: [CH:1]([O:4][C:5]1[CH:11]=[CH:10][C:8]([NH2:9])=[CH:7][CH:6]=1)([CH3:3])[CH3:2].CN(C(ON1N=NC2C=CC=NC1=2)=[N+](C)C)C.F[P-](F)(F)(F)(F)F.C(N(C(C)C)CC)(C)C.[O:45]=[C:46]1[CH2:51][CH2:50][CH2:49][CH:48]([C:52](O)=[O:53])[CH2:47]1. Product: [CH:1]([O:4][C:5]1[CH:11]=[CH:10][C:8]([NH:9][C:52]([CH:48]2[CH2:49][CH2:50][CH2:51][C:46](=[O:45])[CH2:47]2)=[O:53])=[CH:7][CH:6]=1)([CH3:3])[CH3:2]. The catalyst class is: 399. (2) Reactant: [N-:1]=[N+:2]=[N-:3].[Na+].O1CCOCC1.O.[C:12](/[C:14](/[C:19]1[CH:23]=[CH:22][S:21][CH:20]=1)=[CH:15]\[C:16](Cl)=[O:17])#[N:13].O. Product: [C:12](/[C:14](/[C:19]1[CH:23]=[CH:22][S:21][CH:20]=1)=[CH:15]\[C:16]([N:1]=[N+:2]=[N-:3])=[O:17])#[N:13]. The catalyst class is: 12.